This data is from Full USPTO retrosynthesis dataset with 1.9M reactions from patents (1976-2016). The task is: Predict the reactants needed to synthesize the given product. (1) Given the product [CH3:1][O:2][C:3]1[C:8]2[N:9]([CH2:16][O:17][CH3:18])[C:10]([C:12]([F:15])([F:13])[F:14])=[N:11][C:7]=2[C:6]([C:19](=[O:22])[CH:20]([CH3:21])[C:27]([O:30][CH3:31])=[O:32])=[CH:5][CH:4]=1, predict the reactants needed to synthesize it. The reactants are: [CH3:1][O:2][C:3]1[C:8]2[N:9]([CH2:16][O:17][CH3:18])[C:10]([C:12]([F:15])([F:14])[F:13])=[N:11][C:7]=2[C:6]([C:19](=[O:22])[CH2:20][CH3:21])=[CH:5][CH:4]=1.[H-].[Na+].[Cl-].[NH4+].[C:27](=[O:32])([O:30][CH3:31])OC. (2) Given the product [Cl:18][C:19]1[S:23][C:22]([CH:24]([CH3:30])[CH2:25][S:26]([NH:1][C@H:2]2[CH2:6][CH2:5][N:4]([C@@H:7]([CH3:16])[C:8]([N:10]3[CH2:11][CH2:12][O:13][CH2:14][CH2:15]3)=[O:9])[C:3]2=[O:17])(=[O:28])=[O:27])=[CH:21][CH:20]=1, predict the reactants needed to synthesize it. The reactants are: [NH2:1][C@H:2]1[CH2:6][CH2:5][N:4]([C@@H:7]([CH3:16])[C:8]([N:10]2[CH2:15][CH2:14][O:13][CH2:12][CH2:11]2)=[O:9])[C:3]1=[O:17].[Cl:18][C:19]1[S:23][C:22]([CH:24]([CH3:30])[CH2:25][S:26](Cl)(=[O:28])=[O:27])=[CH:21][CH:20]=1. (3) The reactants are: [NH2:1][CH2:2][C:3]1[CH:4]=[CH:5][C:6]([CH2:11][N:12]([CH2:21][C:22]2[C:27]([CH3:28])=[CH:26][CH:25]=[CH:24][N:23]=2)[C@H:13]([C:15]2[CH:20]=[CH:19][CH:18]=[CH:17][N:16]=2)[CH3:14])=[C:7]([CH2:9][OH:10])[CH:8]=1.[CH3:29][C:30](OC(C)=O)=[O:31].CCN(CC)CC.C([O-])(O)=O.[Na+]. Given the product [OH:10][CH2:9][C:7]1[CH:8]=[C:3]([CH:4]=[CH:5][C:6]=1[CH2:11][N:12]([CH2:21][C:22]1[C:27]([CH3:28])=[CH:26][CH:25]=[CH:24][N:23]=1)[CH:13]([C:15]1[CH:20]=[CH:19][CH:18]=[CH:17][N:16]=1)[CH3:14])[CH2:2][NH:1][C:30](=[O:31])[CH3:29], predict the reactants needed to synthesize it. (4) Given the product [ClH:1].[F:2][C:3]1[CH:4]=[CH:5][C:6]([CH2:9][O:10][C:11]2[CH:12]=[N:13][N:14]([C:18]3[CH:19]=[CH:20][C:21]4[C:30]5[CH2:29][CH2:28][NH:27][CH2:26][CH2:25][C:24]=5[N:23]([CH3:38])[C:22]=4[N:39]=3)[C:15](=[O:17])[CH:16]=2)=[N:7][CH:8]=1, predict the reactants needed to synthesize it. The reactants are: [ClH:1].[F:2][C:3]1[CH:4]=[CH:5][C:6]([CH2:9][O:10][C:11]2[CH:12]=[N:13][N:14]([C:18]3[CH:19]=[CH:20][C:21]4[C:30]5[CH2:29][CH2:28][N:27](C(OC(C)(C)C)=O)[CH2:26][CH2:25][C:24]=5[N:23]([CH3:38])[C:22]=4[N:39]=3)[C:15](=[O:17])[CH:16]=2)=[N:7][CH:8]=1. (5) Given the product [OH:23][C:19]1[CH:18]=[C:17]([C:5]2[N:6]=[C:7]3[C:2]([N:1]=[CH:9][N:8]3[C:82]3[CH:83]=[CH:84][CH:85]=[CH:86][C:87]=3[O:88][CH3:89])=[C:3]([C:24]([NH2:29])=[O:26])[N:4]=2)[CH:22]=[CH:21][CH:20]=1, predict the reactants needed to synthesize it. The reactants are: [NH2:1][C:2]1[C:3]([C:24]([O:26]CC)=O)=[N:4][C:5]([C:17]2[CH:22]=[CH:21][CH:20]=[C:19]([OH:23])[CH:18]=2)=[N:6][C:7]=1[NH:8][C:9]1C=CC=CC=1OC.[NH2:29]C1C(C(OCC)=O)=NC(Cl)=NC=1NC1C=CC=CC=1OC.OC1C=C(B(O)O)C=CC=1.P([O-])([O-])([O-])=O.[K+].[K+].[K+].C1(P(C2CCCCC2)C2C=CC=CC=2[C:82]2[C:87]([O:88][CH3:89])=[CH:86][CH:85]=[CH:84][C:83]=2OC)CCCCC1. (6) The reactants are: [NH2:1][C:2]1[CH:3]=[C:4]([OH:9])[CH:5]=[CH:6][C:7]=1[F:8].C(S[C:15](=[O:29])[CH:16]([CH2:20][C:21]1[CH:26]=[CH:25][C:24]([F:27])=[CH:23][C:22]=1[Cl:28])[C:17](=[O:19])[CH3:18])(C)(C)C. Given the product [Cl:28][C:22]1[CH:23]=[C:24]([F:27])[CH:25]=[CH:26][C:21]=1[CH2:20][CH:16]([C:17](=[O:19])[CH3:18])[C:15]([NH:1][C:2]1[CH:3]=[C:4]([OH:9])[CH:5]=[CH:6][C:7]=1[F:8])=[O:29], predict the reactants needed to synthesize it.